Dataset: Forward reaction prediction with 1.9M reactions from USPTO patents (1976-2016). Task: Predict the product of the given reaction. Given the reactants [CH3:1][O:2][C:3]1[CH:4]=[C:5]2[C:10](=[CH:11][C:12]=1[O:13][CH3:14])[N:9]=[C:8]([CH3:15])[N:7]=[C:6]2[O:16][C:17]1[CH:22]=[CH:21][C:20]([NH2:23])=[CH:19][CH:18]=1.[F:24][C:25]1[CH:30]=[CH:29][C:28]([NH:31][C:32]([C:34]2([C:37](O)=[O:38])[CH2:36][CH2:35]2)=[O:33])=[CH:27][CH:26]=1.CCN(C(C)C)C(C)C.CN(C(ON1N=NC2C=CC=NC1=2)=[N+](C)C)C.F[P-](F)(F)(F)(F)F, predict the reaction product. The product is: [F:24][C:25]1[CH:26]=[CH:27][C:28]([NH:31][C:32]([C:34]2([C:37]([NH:23][C:20]3[CH:19]=[CH:18][C:17]([O:16][C:6]4[C:5]5[C:10](=[CH:11][C:12]([O:13][CH3:14])=[C:3]([O:2][CH3:1])[CH:4]=5)[N:9]=[C:8]([CH3:15])[N:7]=4)=[CH:22][CH:21]=3)=[O:38])[CH2:36][CH2:35]2)=[O:33])=[CH:29][CH:30]=1.